From a dataset of NCI-60 drug combinations with 297,098 pairs across 59 cell lines. Regression. Given two drug SMILES strings and cell line genomic features, predict the synergy score measuring deviation from expected non-interaction effect. (1) Drug 1: CC12CCC(CC1=CCC3C2CCC4(C3CC=C4C5=CN=CC=C5)C)O. Drug 2: CCC(=C(C1=CC=CC=C1)C2=CC=C(C=C2)OCCN(C)C)C3=CC=CC=C3.C(C(=O)O)C(CC(=O)O)(C(=O)O)O. Cell line: K-562. Synergy scores: CSS=24.3, Synergy_ZIP=0.960, Synergy_Bliss=9.12, Synergy_Loewe=1.55, Synergy_HSA=6.21. (2) Drug 1: C1CN1C2=NC(=NC(=N2)N3CC3)N4CC4. Drug 2: C1=NNC2=C1C(=O)NC=N2. Cell line: HS 578T. Synergy scores: CSS=25.9, Synergy_ZIP=0.911, Synergy_Bliss=-0.689, Synergy_Loewe=-9.05, Synergy_HSA=-2.10. (3) Drug 1: CC1C(C(=O)NC(C(=O)N2CCCC2C(=O)N(CC(=O)N(C(C(=O)O1)C(C)C)C)C)C(C)C)NC(=O)C3=C4C(=C(C=C3)C)OC5=C(C(=O)C(=C(C5=N4)C(=O)NC6C(OC(=O)C(N(C(=O)CN(C(=O)C7CCCN7C(=O)C(NC6=O)C(C)C)C)C)C(C)C)C)N)C. Drug 2: C1=CN(C=N1)CC(O)(P(=O)(O)O)P(=O)(O)O. Cell line: SF-295. Synergy scores: CSS=24.7, Synergy_ZIP=-8.16, Synergy_Bliss=-2.86, Synergy_Loewe=-21.2, Synergy_HSA=-2.09. (4) Drug 1: CCCS(=O)(=O)NC1=C(C(=C(C=C1)F)C(=O)C2=CNC3=C2C=C(C=N3)C4=CC=C(C=C4)Cl)F. Drug 2: CN1C(=O)N2C=NC(=C2N=N1)C(=O)N. Cell line: SN12C. Synergy scores: CSS=-1.99, Synergy_ZIP=0.974, Synergy_Bliss=-1.27, Synergy_Loewe=-2.39, Synergy_HSA=-3.54.